From a dataset of Catalyst prediction with 721,799 reactions and 888 catalyst types from USPTO. Predict which catalyst facilitates the given reaction. (1) Reactant: Br[C:2]1[CH:3]=[C:4]([CH:6]=[C:7]([C:9]([F:12])([F:11])[F:10])[CH:8]=1)[NH2:5].[CH3:13][N:14](C)C=O. Product: [NH2:5][C:4]1[CH:3]=[C:2]([CH:8]=[C:7]([C:9]([F:12])([F:11])[F:10])[CH:6]=1)[C:13]#[N:14]. The catalyst class is: 267. (2) Reactant: [Br:1][C:2]1[CH:3]=[C:4]([CH:7]=[CH:8][C:9]=1[O:10][CH3:11])[CH:5]=O.C(O)(=O)[CH2:13][C:14]([OH:16])=[O:15].N1CCCCC1. Product: [Br:1][C:2]1[CH:3]=[C:4]([CH:5]=[CH:13][C:14]([OH:16])=[O:15])[CH:7]=[CH:8][C:9]=1[O:10][CH3:11]. The catalyst class is: 17. (3) Reactant: C([O:4][C:5]1[C:13]2[O:12][CH:11]=[CH:10][C:9]=2[CH:8]=[C:7]([C:14]([O:16][CH2:17][CH3:18])=[O:15])[CH:6]=1)(=O)C.C(=O)([O-])[O-].[K+].[K+]. Product: [OH:4][C:5]1[C:13]2[O:12][CH:11]=[CH:10][C:9]=2[CH:8]=[C:7]([C:14]([O:16][CH2:17][CH3:18])=[O:15])[CH:6]=1. The catalyst class is: 412. (4) Reactant: C(OC(=O)[NH:10][CH2:11][CH2:12][NH:13][C:14](=[O:80])[CH2:15][C@@H:16]([NH:69]C(OCC1C=CC=CC=1)=O)[CH2:17][CH2:18][CH2:19][NH:20][C:21]([C@H:23]1[N:41]([CH2:42][CH3:43])[C:40](=[O:44])[C@H:39]([CH2:45][CH2:46][CH2:47][NH:48][C:49]([O:51][C:52]([CH3:55])([CH3:54])[CH3:53])=[O:50])[NH:38][C:37](=[O:56])[C@@H:36]([NH:57][C:58]([O:60][C:61]([CH3:64])([CH3:63])[CH3:62])=[O:59])[CH2:35][C:34]2[CH:65]=[C:30]([CH:31]=[CH:32][C:33]=2[OH:66])[C:29]2=[CH:67][C:25](=[C:26]([OH:68])[CH:27]=[CH:28]2)[CH2:24]1)=[O:22])C1C=CC=CC=1. Product: [C:52]([O:51][C:49](=[O:50])[NH:48][CH2:47][CH2:46][CH2:45][C@@H:39]1[NH:38][C:37](=[O:56])[C@@H:36]([NH:57][C:58]([O:60][C:61]([CH3:64])([CH3:63])[CH3:62])=[O:59])[CH2:35][C:34]2[CH:65]=[C:30]([CH:31]=[CH:32][C:33]=2[OH:66])[C:29]2=[CH:67][C:25](=[C:26]([OH:68])[CH:27]=[CH:28]2)[CH2:24][C@@H:23]([C:21]([NH:20][CH2:19][CH2:18][CH2:17][C@H:16]([NH2:69])[CH2:15][C:14]([NH:13][CH2:12][CH2:11][NH2:10])=[O:80])=[O:22])[N:41]([CH2:42][CH3:43])[C:40]1=[O:44])([CH3:53])([CH3:54])[CH3:55]. The catalyst class is: 29. (5) Product: [C:22]1([S:32]([C:8]2[C:16]3[C:11](=[CH:12][CH:13]=[CH:14][CH:15]=3)[NH:10][C:9]=2[C:17]([O:19][CH3:20])=[O:18])(=[O:35])=[O:33])[CH:23]=[CH:24][CH:29]=[CH:30][CH:31]=1. The catalyst class is: 98. Reactant: C1(S[C:8]2[C:16]3[C:11](=[CH:12][CH:13]=[CH:14][CH:15]=3)[NH:10][C:9]=2[C:17]([O:19][CH3:20])=[O:18])C=CC=CC=1.Cl[C:22]1[CH:23]=[C:24]([CH:29]=[CH:30][CH:31]=1)C(OO)=O.[S:32](=[O:35])(O)[O-:33].[Na+]. (6) Product: [Br:25][C:26]1[CH:32]=[CH:31][C:29]([NH:30][C:9](=[O:11])[CH:8]([N:5]2[C:6](=[O:7])[C:2]([CH3:1])([CH3:14])[NH:3][C:4]2=[O:13])[CH3:12])=[CH:28][CH:27]=1. The catalyst class is: 31. Reactant: [CH3:1][C:2]1([CH3:14])[C:6](=[O:7])[N:5]([CH:8]([CH3:12])[C:9]([OH:11])=O)[C:4](=[O:13])[NH:3]1.C(Cl)Cl.CCN(CC)CC.[Br:25][C:26]1[CH:32]=[CH:31][C:29]([NH2:30])=[CH:28][CH:27]=1. (7) Reactant: [F:1][C:2]1[CH:3]=[C:4]([CH:9]([CH3:15])[C:10]([O:12][CH2:13][CH3:14])=[O:11])[CH:5]=[CH:6][C:7]=1I.[CH3:16][N:17](C=O)C. Product: [C:16]([C:7]1[CH:6]=[CH:5][C:4]([CH:9]([CH3:15])[C:10]([O:12][CH2:13][CH3:14])=[O:11])=[CH:3][C:2]=1[F:1])#[N:17]. The catalyst class is: 380. (8) Reactant: [CH2:1]([O:8][C:9]1[CH:14]=[CH:13][C:12]([C:15](=O)[CH3:16])=[C:11]([Cl:18])[CH:10]=1)[C:2]1[CH:7]=[CH:6][CH:5]=[CH:4][CH:3]=1.C1(C)C=CC(S(O)(=O)=O)=CC=1.[NH2:30][CH2:31][C:32]([O:34][C:35]([CH3:38])([CH3:37])[CH3:36])=[O:33]. Product: [CH2:1]([O:8][C:9]1[CH:14]=[CH:13][C:12]([CH:15]([NH:30][CH2:31][C:32]([O:34][C:35]([CH3:38])([CH3:37])[CH3:36])=[O:33])[CH3:16])=[C:11]([Cl:18])[CH:10]=1)[C:2]1[CH:7]=[CH:6][CH:5]=[CH:4][CH:3]=1. The catalyst class is: 11. (9) Reactant: [CH3:1][Si:2]([CH3:6])([CH3:5])[CH2:3][Cl:4].[Mg].[CH3:8][SiH:9]([CH3:11])Cl. Product: [CH3:1][Si:2]([CH3:6])([CH3:5])[CH2:3][Cl:4].[CH3:1][Si:2]([CH2:3][SiH:9]([CH3:11])[CH3:8])([CH3:6])[CH3:5]. The catalyst class is: 1. (10) Reactant: [CH2:1]=[CH:2][C:3]1[CH:8]=[CH:7][CH:6]=[CH:5][CH:4]=1.[CH2:9]([Li])[CH2:10][CH2:11][CH3:12].C=CC=C.Cl[SiH](Cl)[SiH3]. Product: [CH2:1]=[CH:2][C:3]1[CH:8]=[CH:7][CH:6]=[CH:5][CH:4]=1.[CH2:9]=[CH:10][CH:11]=[CH2:12].[CH2:1]=[CH:2][C:3]1[CH:8]=[CH:7][CH:6]=[CH:5][CH:4]=1. The catalyst class is: 244.